This data is from Merck oncology drug combination screen with 23,052 pairs across 39 cell lines. The task is: Regression. Given two drug SMILES strings and cell line genomic features, predict the synergy score measuring deviation from expected non-interaction effect. Drug 1: NC1(c2ccc(-c3nc4ccn5c(=O)[nH]nc5c4cc3-c3ccccc3)cc2)CCC1. Drug 2: CCc1c2c(nc3ccc(O)cc13)-c1cc3c(c(=O)n1C2)COC(=O)C3(O)CC. Cell line: MSTO. Synergy scores: synergy=29.7.